Dataset: Peptide-MHC class II binding affinity with 134,281 pairs from IEDB. Task: Regression. Given a peptide amino acid sequence and an MHC pseudo amino acid sequence, predict their binding affinity value. This is MHC class II binding data. (1) The binding affinity (normalized) is 0. The peptide sequence is KDVTFRNITGTSSTP. The MHC is HLA-DQA10201-DQB10202 with pseudo-sequence HLA-DQA10201-DQB10202. (2) The peptide sequence is TFDGRGAQVYIGNGG. The binding affinity (normalized) is 0.0909. The MHC is HLA-DPA10201-DPB10101 with pseudo-sequence HLA-DPA10201-DPB10101. (3) The peptide sequence is EFGKAKGSRAIWYMW. The MHC is DRB1_0401 with pseudo-sequence DRB1_0401. The binding affinity (normalized) is 0.373. (4) The peptide sequence is PQVKYAVFEAALTKA. The MHC is DRB1_0101 with pseudo-sequence DRB1_0101. The binding affinity (normalized) is 0.870. (5) The MHC is HLA-DPA10201-DPB10501 with pseudo-sequence HLA-DPA10201-DPB10501. The binding affinity (normalized) is 0. The peptide sequence is KDPYGATISATPESA.